Dataset: Catalyst prediction with 721,799 reactions and 888 catalyst types from USPTO. Task: Predict which catalyst facilitates the given reaction. (1) Reactant: [OH:1][C:2]([C:4]([F:7])([F:6])[F:5])=[O:3].[F:8][C:9]1[CH:36]=[CH:35][C:12]([CH2:13][N:14]2[CH2:19][CH2:18][N:17]3[C:20](=[O:33])[C:21]([CH2:26][CH:27]4[CH2:32][CH2:31][CH2:30][NH:29][CH2:28]4)=[C:22]([OH:25])[C:23]([OH:24])=[C:16]3[C:15]2=[O:34])=[CH:11][CH:10]=1.[CH:37]1([CH:40]=O)[CH2:39][CH2:38]1.C([BH3-])#N.[Na+]. Product: [OH:3][C:2]([C:4]([F:7])([F:6])[F:5])=[O:1].[CH:37]1([CH2:40][N:29]2[CH2:30][CH2:31][CH2:32][CH:27]([CH2:26][C:21]3[C:20](=[O:33])[N:17]4[CH2:18][CH2:19][N:14]([CH2:13][C:12]5[CH:11]=[CH:10][C:9]([F:8])=[CH:36][CH:35]=5)[C:15](=[O:34])[C:16]4=[C:23]([OH:24])[C:22]=3[OH:25])[CH2:28]2)[CH2:39][CH2:38]1. The catalyst class is: 5. (2) Reactant: [OH:1][C:2]1[C:11]2[C:6](=[CH:7][CH:8]=[CH:9][CH:10]=2)[CH:5]=[CH:4][C:3]=1[OH:12].[CH2:13](Br)[C:14]1[CH:19]=[CH:18][CH:17]=[CH:16][CH:15]=1.C(=O)([O-])[O-].[K+].[K+].O. Product: [CH2:13]([O:1][C:2]1[C:11]2[C:6](=[CH:7][CH:8]=[CH:9][CH:10]=2)[CH:5]=[CH:4][C:3]=1[OH:12])[C:14]1[CH:19]=[CH:18][CH:17]=[CH:16][CH:15]=1. The catalyst class is: 372.